From a dataset of Reaction yield outcomes from USPTO patents with 853,638 reactions. Predict the reaction yield, written as a fraction of the theoretical maximum amount of product (1.0 means a 100% yield; for example, 0.34 means a 34% yield). (1) The reactants are [F:1][C:2]([O:5][C:6]1[CH:11]=[C:10]([Br:12])[CH:9]=[CH:8][C:7]=1I)([F:4])[F:3].C([Li])CCC.CN([CH:22]=[O:23])C. The catalyst is C1COCC1. The product is [Br:12][C:10]1[CH:9]=[CH:8][C:7]([CH:22]=[O:23])=[C:6]([O:5][C:2]([F:4])([F:3])[F:1])[CH:11]=1. The yield is 0.270. (2) The reactants are [Br:1][C:2]1[CH:3]=[C:4](I)[C:5]([NH:8][C:9](=[O:11])[CH3:10])=[N:6][CH:7]=1.C(N(CC)CC)C.[CH3:20][Si:21]([C:24]#[CH:25])([CH3:23])[CH3:22]. The catalyst is ClCCl.Cl[Pd-2](Cl)(P(C1C=CC=CC=1)(C1C=CC=CC=1)C1C=CC=CC=1)P(C1C=CC=CC=1)(C1C=CC=CC=1)C1C=CC=CC=1.[Cu]I. The product is [Br:1][C:2]1[CH:3]=[C:4]([C:25]#[C:24][Si:21]([CH3:23])([CH3:22])[CH3:20])[C:5]([NH:8][C:9](=[O:11])[CH3:10])=[N:6][CH:7]=1. The yield is 0.810. (3) The reactants are O[C:2]1[CH:7]=[CH:6][C:5]([C:8]2([C:21]3[CH:26]=[CH:25]C(O)=[CH:23][CH:22]=3)[C:20]3[CH:19]=[CH:18][CH:17]=[CH:16][C:15]=3[C:14]3[C:9]2=[CH:10][CH:11]=[CH:12][CH:13]=3)=[CH:4][CH:3]=1.CN(C)[CH:30]=[O:31].[C:33](=[O:36])([O-])[O-].[K+].[K+].[CH3:39]I. The catalyst is CO.C(C(C)=O)C(C)C. The product is [CH3:39][O:36][C:33]1[CH:25]=[CH:26][C:21]([C:8]2([C:5]3[CH:6]=[CH:7][C:2]([O:31][CH3:30])=[CH:3][CH:4]=3)[C:20]3[CH:19]=[CH:18][CH:17]=[CH:16][C:15]=3[C:14]3[C:9]2=[CH:10][CH:11]=[CH:12][CH:13]=3)=[CH:22][CH:23]=1. The yield is 0.790. (4) The reactants are Br[C:2]1[CH:7]=[CH:6][C:5]([Br:8])=[CH:4][N:3]=1.[CH2:9]([O:11][C:12]1[CH:13]=[CH:14][C:15]([F:21])=[C:16](B(O)O)[CH:17]=1)[CH3:10]. No catalyst specified. The product is [Br:8][C:5]1[CH:6]=[CH:7][C:2]([C:14]2[CH:13]=[C:12]([O:11][CH2:9][CH3:10])[CH:17]=[CH:16][C:15]=2[F:21])=[N:3][CH:4]=1. The yield is 0.470. (5) The reactants are [CH3:1][O:2][C:3]1[CH:4]=[CH:5][C:6]([CH:9]=O)=[CH:7][CH:8]=1.[C:11](#[N:15])[CH2:12][C:13]#[N:14].C(N(CC)CC)C.[CH3:23][O:24][C:25]1[CH:30]=[CH:29][C:28]([C:31]2[CH2:35][C:34](=[O:36])[N:33]([CH3:37])[N:32]=2)=[CH:27][CH:26]=1. The catalyst is C(O)C. The product is [NH2:14][C:13]1[O:36][C:34]2[N:33]([CH3:37])[N:32]=[C:31]([C:28]3[CH:27]=[CH:26][C:25]([O:24][CH3:23])=[CH:30][CH:29]=3)[C:35]=2[CH:9]([C:6]2[CH:7]=[CH:8][C:3]([O:2][CH3:1])=[CH:4][CH:5]=2)[C:12]=1[C:11]#[N:15]. The yield is 0.620. (6) The reactants are [CH2:1]([N:3]1[C:11]2[C:6](=[CH:7][CH:8]=[C:9]([O:12][CH3:13])[CH:10]=2)[C:5]([C:14](O)=[O:15])=[C:4]1[CH3:17])[CH3:2].C(Cl)(=O)C(Cl)=O.[CH3:24][NH2:25]. No catalyst specified. The product is [CH3:24][NH:25][C:14]([C:5]1[C:6]2[C:11](=[CH:10][C:9]([O:12][CH3:13])=[CH:8][CH:7]=2)[N:3]([CH2:1][CH3:2])[C:4]=1[CH3:17])=[O:15]. The yield is 0.950.